Dataset: Forward reaction prediction with 1.9M reactions from USPTO patents (1976-2016). Task: Predict the product of the given reaction. (1) Given the reactants [F:1][C:2]1[CH:7]=[CH:6][C:5]([C:8]([C:16]2[CH:21]=[CH:20][C:19]([F:22])=[CH:18][CH:17]=2)([C:10]2[CH:15]=[CH:14][CH:13]=[CH:12][CH:11]=2)O)=[CH:4][CH:3]=1.C([Cl:26])(=O)C, predict the reaction product. The product is: [F:1][C:2]1[CH:7]=[CH:6][C:5]([C:8]([C:16]2[CH:21]=[CH:20][C:19]([F:22])=[CH:18][CH:17]=2)([C:10]2[CH:15]=[CH:14][CH:13]=[CH:12][CH:11]=2)[Cl:26])=[CH:4][CH:3]=1. (2) Given the reactants [CH3:1][O:2][C:3]1[CH:19]=[CH:18][C:6]([CH2:7][N:8]2[CH:12]=[C:11]([C:13](=O)[CH2:14][C:15]#[N:16])[CH:10]=[N:9]2)=[CH:5][CH:4]=1.[N:20]1[CH:25]=[CH:24][CH:23]=[CH:22][C:21]=1[NH:26][C:27]([NH2:29])=[S:28].N1C=CC=CC=1NC1SC(C#N)=CN=1, predict the reaction product. The product is: [CH3:1][O:2][C:3]1[CH:19]=[CH:18][C:6]([CH2:7][N:8]2[CH:12]=[C:11]([C:13]3[N:29]=[C:27]([NH:26][C:21]4[CH:22]=[CH:23][CH:24]=[CH:25][N:20]=4)[S:28][C:14]=3[C:15]#[N:16])[CH:10]=[N:9]2)=[CH:5][CH:4]=1. (3) Given the reactants [H-].[Na+].[OH:3][C:4]1[CH:5]=[CH:6][C:7]2[O:11][C:10](=[O:12])[S:9][C:8]=2[CH:13]=1.[CH3:14]I.[Cl-].[NH4+], predict the reaction product. The product is: [CH3:14][O:3][C:4]1[CH:5]=[CH:6][C:7]2[O:11][C:10](=[O:12])[S:9][C:8]=2[CH:13]=1.